From a dataset of Reaction yield outcomes from USPTO patents with 853,638 reactions. Predict the reaction yield, written as a fraction of the theoretical maximum amount of product (1.0 means a 100% yield; for example, 0.34 means a 34% yield). (1) The reactants are [C:1]([NH:4][C:5]1[CH:6]=[C:7]([C:11]2[CH:16]=[N:15][CH:14]=[C:13](Cl)[N:12]=2)[CH:8]=[CH:9][CH:10]=1)(=[O:3])[CH3:2].[NH2:18][C:19]1[CH:27]=[C:26]2[C:22]([CH2:23][O:24][C:25]2=[O:28])=[CH:21][CH:20]=1.C1C=CC(P(C2C(C3C(P(C4C=CC=CC=4)C4C=CC=CC=4)=CC=C4C=3C=CC=C4)=C3C(C=CC=C3)=CC=2)C2C=CC=CC=2)=CC=1.CC(C)([O-])C.[Na+]. The catalyst is C1(C)C=CC=CC=1. The product is [O:28]=[C:25]1[C:26]2[C:22](=[CH:21][CH:20]=[C:19]([NH:18][C:13]3[N:12]=[C:11]([C:7]4[CH:6]=[C:5]([NH:4][C:1](=[O:3])[CH3:2])[CH:10]=[CH:9][CH:8]=4)[CH:16]=[N:15][CH:14]=3)[CH:27]=2)[CH2:23][O:24]1. The yield is 0.262. (2) The reactants are [CH3:1][O:2][CH2:3][C:4](=O)[CH2:5][C:6]([O:8][CH3:9])=[O:7].[CH3:11]OC(OC)N(C)C.Cl.[CH3:20][O:21][C:22]1[CH:27]=[CH:26][C:25]([NH:28][NH2:29])=[CH:24][CH:23]=1. No catalyst specified. The product is [CH3:1][O:2][CH2:3][C:4]1[C:5]([C:6]([O:8][CH3:9])=[O:7])=[CH:11][N:28]([C:25]2[CH:26]=[CH:27][C:22]([O:21][CH3:20])=[CH:23][CH:24]=2)[N:29]=1. The yield is 0.500. (3) The reactants are Br[C:2]1[C:11]2[C:6](=[C:7]([Cl:13])[CH:8]=[C:9]([OH:12])[CH:10]=2)[N:5]=[C:4]([C:14]2[CH:19]=[CH:18][C:17]([OH:20])=[C:16]([F:21])[CH:15]=2)[CH:3]=1.[C:22]([C:24]1[CH:29]=[CH:28][C:27](B(O)O)=[CH:26][CH:25]=1)#[N:23]. No catalyst specified. The product is [Cl:13][C:7]1[CH:8]=[C:9]([OH:12])[CH:10]=[C:11]2[C:6]=1[N:5]=[C:4]([C:14]1[CH:19]=[CH:18][C:17]([OH:20])=[C:16]([F:21])[CH:15]=1)[CH:3]=[C:2]2[C:27]1[CH:28]=[CH:29][C:24]([C:22]#[N:23])=[CH:25][CH:26]=1. The yield is 0.940. (4) The reactants are [CH:1]1([N:7]([CH:18]2[CH2:23][CH2:22][CH2:21][CH2:20][CH2:19]2)[C:8]([NH:10][C:11]2[S:12][C:13]([CH:16]=O)=[CH:14][N:15]=2)=[O:9])[CH2:6][CH2:5][CH2:4][CH2:3][CH2:2]1.Cl.[CH2:25]([O:32][C:33]([CH:35]1[CH2:39][CH2:38][NH:37][CH2:36]1)=[O:34])[C:26]1[CH:31]=[CH:30][CH:29]=[CH:28][CH:27]=1.C(O[BH-](OC(=O)C)OC(=O)C)(=O)C.[Na+]. No catalyst specified. The product is [CH2:25]([O:32][C:33]([CH:35]1[CH2:39][CH2:38][N:37]([CH2:16][C:13]2[S:12][C:11]([NH:10][C:8]([N:7]([CH:18]3[CH2:23][CH2:22][CH2:21][CH2:20][CH2:19]3)[CH:1]3[CH2:6][CH2:5][CH2:4][CH2:3][CH2:2]3)=[O:9])=[N:15][CH:14]=2)[CH2:36]1)=[O:34])[C:26]1[CH:27]=[CH:28][CH:29]=[CH:30][CH:31]=1. The yield is 0.500. (5) The reactants are [CH2:1]([N:8]([CH2:18][CH2:19][CH2:20][N:21]([CH2:31][C:32]1[CH:37]=[CH:36][CH:35]=[CH:34][CH:33]=1)[C:22]([O:24][CH2:25][C:26]1[S:30][CH:29]=[N:28][CH:27]=1)=[O:23])[C:9](=[O:17])[O:10][CH2:11][C:12]1[S:16][CH:15]=[N:14][CH:13]=1)[C:2]1[CH:7]=[CH:6][CH:5]=[CH:4][CH:3]=1.BrCC1C=CC([C:44]([C:46]2[CH:51]=[CH:50][CH:49]=[CH:48][CH:47]=2)=[O:45])=CC=1.[H-].[Na+].Cl. The catalyst is CN(C=O)C.CCOC(C)=O. The product is [C:44]([C:35]1[CH:34]=[CH:33][C:32]([CH2:31][N:21]([CH2:20][CH2:19][CH2:18][N:8]([CH2:1][C:2]2[CH:7]=[CH:6][C:5]([C:44](=[O:45])[C:46]3[CH:47]=[CH:48][CH:49]=[CH:50][CH:51]=3)=[CH:4][CH:3]=2)[C:9]([O:10][CH2:11][C:12]2[S:16][CH:15]=[N:14][CH:13]=2)=[O:17])[C:22](=[O:23])[O:24][CH2:25][C:26]2[S:30][CH:29]=[N:28][CH:27]=2)=[CH:37][CH:36]=1)(=[O:45])[C:46]1[CH:51]=[CH:50][CH:49]=[CH:48][CH:47]=1. The yield is 0.150. (6) The reactants are [C:1]1([C:7]2[CH:8]=[C:9]([C:16]([OH:18])=O)[S:10][C:11]=2[C:12]([F:15])([F:14])[F:13])[CH:6]=[CH:5][CH:4]=[CH:3][CH:2]=1.C(Cl)(=O)C(Cl)=O.C(N(C(C)C)CC)(C)C.[Si]([O:41][C@@H:42]([C:56]1[CH:61]=[CH:60][C:59](/[C:62](=[N:64]/O)/[NH2:63])=[CH:58][CH:57]=1)[CH2:43][N:44]1[CH2:49][CH2:48][CH2:47][C@H:46]([CH2:50][C:51]([O:53]CC)=[O:52])[CH2:45]1)(C(C)(C)C)(C)C.CCCC[N+](CCCC)(CCCC)CCCC.[F-]. The catalyst is C(Cl)Cl.C1COCC1.CN(C=O)C. The product is [OH:41][C@@H:42]([C:56]1[CH:61]=[CH:60][C:59]([C:62]2[N:64]=[C:16]([C:9]3[S:10][C:11]([C:12]([F:13])([F:14])[F:15])=[C:7]([C:1]4[CH:2]=[CH:3][CH:4]=[CH:5][CH:6]=4)[CH:8]=3)[O:18][N:63]=2)=[CH:58][CH:57]=1)[CH2:43][N:44]1[CH2:49][CH2:48][CH2:47][C@H:46]([CH2:50][C:51]([OH:53])=[O:52])[CH2:45]1. The yield is 0.980. (7) The reactants are [CH2:1]([N:3]([CH2:8][CH3:9])[CH2:4][CH2:5][CH2:6][OH:7])[CH3:2].CC(C)([O-])C.[K+].F[C:17]1[CH:22]=[CH:21][C:20]([N+:23]([O-:25])=[O:24])=[CH:19][CH:18]=1. The catalyst is C1COCC1. The product is [CH2:1]([N:3]([CH2:8][CH3:9])[CH2:4][CH2:5][CH2:6][O:7][C:17]1[CH:22]=[CH:21][C:20]([N+:23]([O-:25])=[O:24])=[CH:19][CH:18]=1)[CH3:2]. The yield is 0.710. (8) The product is [F:10][CH:9]([F:11])[O:8][C:5]1[CH:6]=[CH:7][C:2]([N:18]2[CH2:17][CH:16]([CH3:20])[NH:15][CH:14]([CH3:13])[CH2:19]2)=[CH:3][C:4]=1[CH3:12]. The yield is 0.410. The catalyst is C1(C)C=CC=CC=1.CC([O-])=O.CC([O-])=O.[Pd+2]. The reactants are Br[C:2]1[CH:7]=[CH:6][C:5]([O:8][CH:9]([F:11])[F:10])=[C:4]([CH3:12])[CH:3]=1.[CH3:13][C@H:14]1[CH2:19][NH:18][CH2:17][C@@H:16]([CH3:20])[NH:15]1.C1C=CC(P(C2C(C3C(P(C4C=CC=CC=4)C4C=CC=CC=4)=CC=C4C=3C=CC=C4)=C3C(C=CC=C3)=CC=2)C2C=CC=CC=2)=CC=1.CC([O-])(C)C.[K+]. (9) The reactants are [S:1]([O:8]S(C(F)(F)F)(=O)=O)([C:4]([F:7])([F:6])[F:5])(=[O:3])=[O:2].[Si:16]([O:23][CH2:24][C@H:25]1[N:29]([C:30](=[O:53])[C:31]2[CH:36]=[C:35]([O:37][CH3:38])[C:34]([O:39][Si:40]([CH:47]([CH3:49])[CH3:48])([CH:44]([CH3:46])[CH3:45])[CH:41]([CH3:43])[CH3:42])=[CH:33][C:32]=2[N+:50]([O-:52])=[O:51])[CH2:28][C:27](=O)[CH2:26]1)([C:19]([CH3:22])([CH3:21])[CH3:20])([CH3:18])[CH3:17].N1C(C)=CC=CC=1C. The catalyst is C(Cl)Cl. The product is [F:5][C:4]([F:7])([F:6])[S:1]([O:8][C:27]1[CH2:26][C@@H:25]([CH2:24][O:23][Si:16]([C:19]([CH3:21])([CH3:20])[CH3:22])([CH3:18])[CH3:17])[N:29]([C:30](=[O:53])[C:31]2[CH:36]=[C:35]([O:37][CH3:38])[C:34]([O:39][Si:40]([CH:41]([CH3:43])[CH3:42])([CH:44]([CH3:45])[CH3:46])[CH:47]([CH3:49])[CH3:48])=[CH:33][C:32]=2[N+:50]([O-:52])=[O:51])[CH:28]=1)(=[O:3])=[O:2]. The yield is 0.820.